Dataset: Reaction yield outcomes from USPTO patents with 853,638 reactions. Task: Predict the reaction yield, written as a fraction of the theoretical maximum amount of product (1.0 means a 100% yield; for example, 0.34 means a 34% yield). (1) The reactants are Br[CH2:2][CH2:3][CH2:4][CH:5]=[CH2:6].[CH:7]1([NH2:10])[CH2:9][CH2:8]1. The catalyst is CO. The product is [CH2:2]([NH:10][CH:7]1[CH2:9][CH2:8]1)[CH2:3][CH2:4][CH:5]=[CH2:6]. The yield is 0.600. (2) The reactants are [CH:1]([S:4][C:5]1[CH:13]=[CH:12][C:11]([S:14]([CH3:17])(=[O:16])=[O:15])=[CH:10][C:6]=1[C:7]([OH:9])=O)([CH3:3])[CH3:2].[N:18]1([C:24]2[N:29]=[CH:28][C:27]([C:30]([F:33])([F:32])[F:31])=[CH:26][N:25]=2)[CH2:23][CH2:22][NH:21][CH2:20][CH2:19]1. No catalyst specified. The product is [CH:1]([S:4][C:5]1[CH:13]=[CH:12][C:11]([S:14]([CH3:17])(=[O:16])=[O:15])=[CH:10][C:6]=1[C:7]([N:21]1[CH2:22][CH2:23][N:18]([C:24]2[N:25]=[CH:26][C:27]([C:30]([F:33])([F:31])[F:32])=[CH:28][N:29]=2)[CH2:19][CH2:20]1)=[O:9])([CH3:2])[CH3:3]. The yield is 0.550. (3) The reactants are [F:1][C:2]([F:11])([F:10])[C:3]1[CH:4]=[CH:5][C:6]([NH2:9])=[N:7][CH:8]=1.[I:12]([O-])(=O)=O.[K+].[I-].[K+].C(=O)(O)[O-].[Na+]. The catalyst is S(=O)(=O)(O)O.O. The product is [I:12][C:5]1[C:6]([NH2:9])=[N:7][CH:8]=[C:3]([C:2]([F:1])([F:10])[F:11])[CH:4]=1. The yield is 0.910. (4) The yield is 0.827. The product is [CH2:29]([N:5]([CH2:1][CH2:2][CH2:3][CH3:4])[C:6]1[CH:11]=[CH:10][C:9]([CH:12]=[CH:13][C:14]2[CH2:19][C:18]([CH3:21])([CH3:20])[CH2:17][C:16](=[CH:22][CH:23]=[CH:40][C:39]3[C:38]([CH3:41])([CH3:42])[O:37][C:36](=[C:43]([C:44]#[N:45])[C:46]#[N:47])[C:35]=3[C:33]#[N:34])[C:15]=2[O:25][CH3:26])=[C:8]([O:27][CH3:28])[CH:7]=1)[CH2:30][CH2:31][CH3:32]. The catalyst is C(O)C.O1CCCC1. The reactants are [CH2:1]([N:5]([CH2:29][CH2:30][CH2:31][CH3:32])[C:6]1[CH:11]=[CH:10][C:9]([CH:12]=[CH:13][C:14]2[CH2:19][C:18]([CH3:21])([CH3:20])[CH2:17][C:16](=[CH:22][CH:23]=O)[C:15]=2[O:25][CH3:26])=[C:8]([O:27][CH3:28])[CH:7]=1)[CH2:2][CH2:3][CH3:4].[C:33]([C:35]1[C:36](=[C:43]([C:46]#[N:47])[C:44]#[N:45])[O:37][C:38]([CH3:42])([CH3:41])[C:39]=1[CH3:40])#[N:34].C([O-])(=O)C.[NH4+]. (5) The reactants are [CH3:1][O:2][C:3]1[CH:28]=[C:27]([CH2:29][O:30][C:31]2[C:35](/[CH:36]=[CH:37]/[C:38]3[N:39]=[C:40]([N:44]4[CH2:49][CH2:48][CH2:47][CH2:46][CH2:45]4)[S:41][C:42]=3[CH3:43])=[CH:34][N:33]([C:50]3[CH:55]=[CH:54][CH:53]=[CH:52][CH:51]=3)[N:32]=2)[CH:26]=[CH:25][C:4]=1[O:5][CH2:6][C:7]1[N:8]=[C:9]([C:13]2[CH:18]=[CH:17][C:16]([CH2:19][C:20]([O:22]CC)=[O:21])=[CH:15][CH:14]=2)[O:10][C:11]=1[CH3:12].O1CCCC1.[OH-].[Na+].Cl. The catalyst is O.C(O)C. The product is [CH3:1][O:2][C:3]1[CH:28]=[C:27]([CH2:29][O:30][C:31]2[C:35](/[CH:36]=[CH:37]/[C:38]3[N:39]=[C:40]([N:44]4[CH2:45][CH2:46][CH2:47][CH2:48][CH2:49]4)[S:41][C:42]=3[CH3:43])=[CH:34][N:33]([C:50]3[CH:51]=[CH:52][CH:53]=[CH:54][CH:55]=3)[N:32]=2)[CH:26]=[CH:25][C:4]=1[O:5][CH2:6][C:7]1[N:8]=[C:9]([C:13]2[CH:18]=[CH:17][C:16]([CH2:19][C:20]([OH:22])=[O:21])=[CH:15][CH:14]=2)[O:10][C:11]=1[CH3:12]. The yield is 0.580. (6) The reactants are [CH3:1][O:2][CH2:3][C:4]1[CH:8]=[CH:7][NH:6][N:5]=1.C1C(=O)N([Cl:16])C(=O)C1. The catalyst is C(Cl)(Cl)Cl. The product is [Cl:16][C:8]1[C:4]([CH2:3][O:2][CH3:1])=[N:5][NH:6][CH:7]=1. The yield is 0.190. (7) The reactants are [CH2:1]([CH2:3][NH2:4])[OH:2].[C:5]1(=O)[CH2:9][CH2:8][CH2:7][CH2:6]1.[Na].O. The catalyst is C(O)C. The product is [CH:5]1([NH:4][CH2:3][CH2:1][OH:2])[CH2:9][CH2:8][CH2:7][CH2:6]1. The yield is 0.350. (8) The reactants are Br[C:2]1[C:7]2=[N:8][S:9][N:10]=[C:6]2[C:5](Br)=[C:4]([F:12])[C:3]=1[F:13].C([Sn](CCCC)(CCCC)[C:19]1[S:20][CH:21]=[CH:22][CH:23]=1)CCC. The catalyst is C1C=CC([P]([Pd]([P](C2C=CC=CC=2)(C2C=CC=CC=2)C2C=CC=CC=2)([P](C2C=CC=CC=2)(C2C=CC=CC=2)C2C=CC=CC=2)[P](C2C=CC=CC=2)(C2C=CC=CC=2)C2C=CC=CC=2)(C2C=CC=CC=2)C2C=CC=CC=2)=CC=1.C1(C)C=CC=CC=1. The product is [F:13][C:3]1[C:4]([F:12])=[C:5]([C:21]2[S:20][CH:19]=[CH:23][CH:22]=2)[C:6]2[C:7]([C:2]=1[C:19]1[S:20][CH:21]=[CH:22][CH:23]=1)=[N:8][S:9][N:10]=2. The yield is 0.930.